This data is from Full USPTO retrosynthesis dataset with 1.9M reactions from patents (1976-2016). The task is: Predict the reactants needed to synthesize the given product. (1) Given the product [CH3:1][O:2][C:3]([C:5]1[CH:6]=[C:7]2[C:11](=[CH:12][CH:13]=1)[NH:10][N:9]=[C:8]2[CH2:14][N:20]1[CH2:25][CH2:24][O:23][CH2:22][CH2:21]1)=[O:4], predict the reactants needed to synthesize it. The reactants are: [CH3:1][O:2][C:3]([C:5]1[CH:6]=[C:7]2[C:11](=[CH:12][CH:13]=1)[NH:10][N:9]=[C:8]2[CH:14]=O)=[O:4].CC(O)=O.[NH:20]1[CH2:25][CH2:24][O:23][CH2:22][CH2:21]1. (2) Given the product [F:36][C:33]1[CH:34]=[CH:35][C:30]([C:28]2[NH:29][C:25]([CH:22]3[CH2:23][CH2:24][N:19]([C:18]4[C:13]5[CH:12]=[C:11]([C:37]6[CH:42]=[CH:41][N:40]=[C:39]([O:43][CH3:44])[CH:38]=6)[NH:10][C:14]=5[N:15]=[CH:16][N:17]=4)[CH2:20][CH2:21]3)=[N:26][N:27]=2)=[CH:31][CH:32]=1, predict the reactants needed to synthesize it. The reactants are: C1(S([N:10]2[C:14]3[N:15]=[CH:16][N:17]=[C:18]([N:19]4[CH2:24][CH2:23][CH:22]([C:25]5[NH:29][C:28]([C:30]6[CH:35]=[CH:34][C:33]([F:36])=[CH:32][CH:31]=6)=[N:27][N:26]=5)[CH2:21][CH2:20]4)[C:13]=3[CH:12]=[C:11]2[C:37]2[CH:42]=[CH:41][N:40]=[C:39]([O:43][CH3:44])[CH:38]=2)(=O)=O)C=CC=CC=1.[OH-].[K+]. (3) Given the product [C:24]([S:27][C:2]1[NH:3][C:4]2[C:9]([C:10]=1[CH2:11][C:12]([O:14][CH2:15][CH3:16])=[O:13])=[CH:8][CH:7]=[CH:6][CH:5]=2)(=[O:26])[CH3:25], predict the reactants needed to synthesize it. The reactants are: Br[C:2]1[N:3](C(OC(C)(C)C)=O)[C:4]2[C:9]([C:10]=1[CH2:11][C:12]([O:14][CH2:15][CH3:16])=[O:13])=[CH:8][CH:7]=[CH:6][CH:5]=2.[C:24](=[S:27])([O-:26])[CH3:25].[K+].CC1(C)C2C(=C(P(C3C=CC=CC=3)C3C=CC=CC=3)C=CC=2)OC2C(P(C3C=CC=CC=3)C3C=CC=CC=3)=CC=CC1=2.CCN(C(C)C)C(C)C.C(O)(C(F)(F)F)=O. (4) Given the product [C:29]([C:20]1[CH:21]=[CH:22][C:23]([O:1][CH2:2][C:3]2[CH:4]=[C:5]([S:9][C:10]3[CH:11]=[C:12]([CH:15]=[CH:16][N:17]=3)[C:13]#[N:14])[CH:6]=[CH:7][CH:8]=2)=[C:24]([CH2:25][CH2:26][CH3:27])[C:19]=1[OH:18])(=[O:31])[CH3:30], predict the reactants needed to synthesize it. The reactants are: [OH:1][CH2:2][C:3]1[CH:4]=[C:5]([S:9][C:10]2[CH:11]=[C:12]([CH:15]=[CH:16][N:17]=2)[C:13]#[N:14])[CH:6]=[CH:7][CH:8]=1.[OH:18][C:19]1[C:24]([CH2:25][CH2:26][CH3:27])=[C:23](O)[CH:22]=[CH:21][C:20]=1[C:29](=[O:31])[CH3:30]. (5) Given the product [ClH:27].[C:21]1([C:17]2[C:18]3[CH2:19][O:20][C@@H:10]4[C@H:11]([C:13]=3[CH:14]=[CH:15][CH:16]=2)[CH2:12][NH:8][CH2:9]4)[CH:22]=[CH:23][CH:24]=[CH:25][CH:26]=1, predict the reactants needed to synthesize it. The reactants are: C([N:8]1[CH2:12][C@H:11]2[C:13]3[CH:14]=[CH:15][CH:16]=[C:17]([C:21]4[CH:26]=[CH:25][CH:24]=[CH:23][CH:22]=4)[C:18]=3[CH2:19][O:20][C@H:10]2[CH2:9]1)C1C=CC=CC=1.[Cl:27]C(OC(Cl)C)=O.CO.C([O-])(O)=O.[Na+]. (6) Given the product [F:12][C:4]1[C:5]([O:10][CH3:11])=[CH:6][C:7]([O:8][CH3:9])=[C:2]([F:1])[C:3]=1[N:13]1[CH2:18][C:17]2[CH:19]=[N:20][C:21]3[N:25]([S:26]([C:29]4[CH:34]=[CH:33][CH:32]=[CH:31][CH:30]=4)(=[O:27])=[O:28])[CH:24]=[CH:23][C:22]=3[C:16]=2[N:15]([CH2:35][CH2:36][OH:37])[C:14]1=[O:38], predict the reactants needed to synthesize it. The reactants are: [F:1][C:2]1[C:7]([O:8][CH3:9])=[CH:6][C:5]([O:10][CH3:11])=[C:4]([F:12])[C:3]=1[N:13]1[CH2:18][C:17]2[CH:19]=[N:20][C:21]3[N:25]([S:26]([C:29]4[CH:34]=[CH:33][CH:32]=[CH:31][CH:30]=4)(=[O:28])=[O:27])[CH:24]=[CH:23][C:22]=3[C:16]=2[N:15]([CH2:35][CH:36]=[O:37])[C:14]1=[O:38].[BH4-].[Na+]. (7) The reactants are: [F:1]/[C:2](=[C:8](/[C:10]1[CH:11]=[C:12]2[C:17](=[CH:18][C:19]=1[O:20][CH2:21][CH2:22][CH3:23])[O:16][C:15]([CH3:25])([CH3:24])[CH:14]=[C:13]2[CH:26]([CH3:28])[CH3:27])\[CH3:9])/[C:3](OCC)=[O:4].[H-].C([Al+]CC(C)C)C(C)C. Given the product [F:1]/[C:2](=[C:8](/[C:10]1[CH:11]=[C:12]2[C:17](=[CH:18][C:19]=1[O:20][CH2:21][CH2:22][CH3:23])[O:16][C:15]([CH3:25])([CH3:24])[CH:14]=[C:13]2[CH:26]([CH3:27])[CH3:28])\[CH3:9])/[CH2:3][OH:4], predict the reactants needed to synthesize it.